The task is: Predict the reaction yield, written as a fraction of the theoretical maximum amount of product (1.0 means a 100% yield; for example, 0.34 means a 34% yield).. This data is from Reaction yield outcomes from USPTO patents with 853,638 reactions. (1) The reactants are [Cl:1][C:2]1[C:7]([F:8])=[CH:6][CH:5]=[C:4]([Cl:9])[C:3]=1[CH:10]([O:12][C:13]1[C:14]([NH2:19])=[N:15][CH:16]=[CH:17][CH:18]=1)[CH3:11].[I:20]N1C(=O)CCC1=O. The catalyst is C(#N)C.C(O)(=O)C. The product is [Cl:1][C:2]1[C:7]([F:8])=[CH:6][CH:5]=[C:4]([Cl:9])[C:3]=1[CH:10]([O:12][C:13]1[C:14]([NH2:19])=[N:15][CH:16]=[C:17]([I:20])[CH:18]=1)[CH3:11]. The yield is 0.500. (2) The reactants are [OH:1][C:2]1[CH:3]=[C:4]2[C:13](=[CH:14][CH:15]=1)[CH:12]([C:16]([OH:18])=[O:17])[CH:11]([C:19]1[CH:24]=[CH:23][C:22]([OH:25])=[CH:21][CH:20]=1)[CH:10]1[CH:5]2[CH2:6][CH2:7][CH2:8][CH2:9]1.[C:26](Cl)(C)=O.CO.C(OCC)(=O)C. The catalyst is O. The product is [CH3:26][O:17][C:16]([CH:12]1[CH:11]([C:19]2[CH:24]=[CH:23][C:22]([OH:25])=[CH:21][CH:20]=2)[CH:10]2[CH:5]([CH2:6][CH2:7][CH2:8][CH2:9]2)[C:4]2[C:13]1=[CH:14][CH:15]=[C:2]([OH:1])[CH:3]=2)=[O:18]. The yield is 0.990. (3) The reactants are [C:1]([O:5][C:6]([NH:8][CH2:9][CH2:10][C:11]1([OH:26])[CH2:15][CH2:14][CH2:13][CH:12]1[C:16]([O:18]CC1C=CC=CC=1)=[O:17])=[O:7])([CH3:4])([CH3:3])[CH3:2]. The catalyst is CO.[Pd]. The product is [C:1]([O:5][C:6]([NH:8][CH2:9][CH2:10][C:11]1([OH:26])[CH2:15][CH2:14][CH2:13][CH:12]1[C:16]([OH:18])=[O:17])=[O:7])([CH3:4])([CH3:2])[CH3:3]. The yield is 0.950. (4) The reactants are Cl[C:2]1[C:11]([N+:12]([O-:14])=[O:13])=[CH:10][C:5]([C:6]([O:8][CH3:9])=[O:7])=[CH:4][N:3]=1.[C:15]([N:22]1[CH:26]=[CH:25][CH:24]=[C:23]1B(O)O)([O:17][C:18]([CH3:21])([CH3:20])[CH3:19])=[O:16].C(=O)([O-])[O-].[Na+].[Na+]. The catalyst is O1CCOCC1.Cl[Pd](Cl)([P](C1C=CC=CC=1)(C1C=CC=CC=1)C1C=CC=CC=1)[P](C1C=CC=CC=1)(C1C=CC=CC=1)C1C=CC=CC=1. The product is [C:18]([O:17][C:15]([N:22]1[CH:26]=[CH:25][CH:24]=[C:23]1[C:2]1[C:11]([N+:12]([O-:14])=[O:13])=[CH:10][C:5]([C:6]([O:8][CH3:9])=[O:7])=[CH:4][N:3]=1)=[O:16])([CH3:21])([CH3:19])[CH3:20]. The yield is 0.426.